This data is from Full USPTO retrosynthesis dataset with 1.9M reactions from patents (1976-2016). The task is: Predict the reactants needed to synthesize the given product. Given the product [C:12]([NH:16][C:6]1[C:5]([N+:9]([O-:11])=[O:10])=[CH:4][N:3]=[C:2]([Cl:1])[CH:7]=1)([CH3:15])([CH3:14])[CH3:13], predict the reactants needed to synthesize it. The reactants are: [Cl:1][C:2]1[CH:7]=[C:6](Cl)[C:5]([N+:9]([O-:11])=[O:10])=[CH:4][N:3]=1.[C:12]([NH2:16])([CH3:15])([CH3:14])[CH3:13].